Task: Predict the reaction yield, written as a fraction of the theoretical maximum amount of product (1.0 means a 100% yield; for example, 0.34 means a 34% yield).. Dataset: Reaction yield outcomes from USPTO patents with 853,638 reactions (1) The reactants are [CH3:1][O:2][C:3]1[CH:8]=[CH:7][C:6]([CH:9]2[S:15][CH:14]3[C:16](=[O:19])[N:17]([CH3:18])[CH:11]([C:12](=[O:21])[N:13]3[CH3:20])[S:10]2)=[CH:5][CH:4]=1.[Li+].C[Si]([N-][Si](C)(C)C)(C)C.Cl[CH2:33][O:34][CH2:35][C:36]1[CH:41]=[CH:40][CH:39]=[CH:38][CH:37]=1. The catalyst is C1COCC1. The product is [CH2:35]([O:34][CH2:33][C:11]12[N:17]([CH3:18])[C:16](=[O:19])[CH:14]([N:13]([CH3:20])[C:12]1=[O:21])[S:15][CH:9]([C:6]1[CH:7]=[CH:8][C:3]([O:2][CH3:1])=[CH:4][CH:5]=1)[S:10]2)[C:36]1[CH:41]=[CH:40][CH:39]=[CH:38][CH:37]=1. The yield is 0.320. (2) The reactants are [CH3:1][C:2]1[C:6]([C:7]2[N:11]([CH2:12][C:13]([O:15][CH2:16][CH3:17])=[O:14])[C:10]3[CH:18]=[C:19]([CH2:22][C:23]([O:25]CC4C=CC=CC=4)=[O:24])[CH:20]=[CH:21][C:9]=3[N:8]=2)=[C:5]([CH3:33])[O:4][N:3]=1. The catalyst is C(O)C.[OH-].[OH-].[Pd+2]. The product is [CH3:1][C:2]1[C:6]([CH:7]2[NH:8][C:9]3[CH:21]=[CH:20][C:19]([CH2:22][C:23]([OH:25])=[O:24])=[CH:18][C:10]=3[N:11]2[CH2:12][C:13]([O:15][CH2:16][CH3:17])=[O:14])=[C:5]([CH3:33])[O:4][N:3]=1. The yield is 0.820. (3) The reactants are [OH:1][NH:2][C:3]([C:5]1[C:10]([C:11]2[CH:16]=[CH:15][CH:14]=[CH:13][CH:12]=2)=[CH:9][CH:8]=[CH:7][N:6]=1)=[NH:4].[CH3:17][O:18][C:19]1[CH:27]=[CH:26][CH:25]=[C:21]([C:22](O)=O)[C:20]=1[OH:28]. The product is [CH3:17][O:18][C:19]1[CH:27]=[CH:26][CH:25]=[C:21]([C:22]2[O:1][N:2]=[C:3]([C:5]3[C:10]([C:11]4[CH:16]=[CH:15][CH:14]=[CH:13][CH:12]=4)=[CH:9][CH:8]=[CH:7][N:6]=3)[N:4]=2)[C:20]=1[OH:28]. No catalyst specified. The yield is 0.180.